Dataset: Full USPTO retrosynthesis dataset with 1.9M reactions from patents (1976-2016). Task: Predict the reactants needed to synthesize the given product. (1) Given the product [Cl:8][C:7]1[C:2]2[N:1]=[C:14]([CH2:15][C:16]([O:18][CH2:19][CH3:20])=[O:17])[O:9][C:3]=2[CH:4]=[CH:5][CH:6]=1, predict the reactants needed to synthesize it. The reactants are: [NH2:1][C:2]1[C:7]([Cl:8])=[CH:6][CH:5]=[CH:4][C:3]=1[OH:9].Cl.C(O[C:14](=N)[CH2:15][C:16]([O:18][CH2:19][CH3:20])=[O:17])C. (2) Given the product [F:24][C:2]([F:1])([F:23])[C:3]1[CH:4]=[CH:5][C:6]([N:9]([CH:10]2[CH2:11][CH2:12][N:13]([CH:16]3[CH2:21][CH2:20][CH2:19][CH2:18][C:17]3=[O:22])[CH2:14][CH2:15]2)[S:33]([C:30]2[CH:29]=[CH:28][C:27]([O:26][CH3:25])=[CH:32][CH:31]=2)(=[O:35])=[O:34])=[CH:7][CH:8]=1, predict the reactants needed to synthesize it. The reactants are: [F:1][C:2]([F:24])([F:23])[C:3]1[CH:8]=[CH:7][C:6]([NH:9][CH:10]2[CH2:15][CH2:14][N:13]([CH:16]3[CH2:21][CH2:20][CH2:19][CH2:18][C:17]3=[O:22])[CH2:12][CH2:11]2)=[CH:5][CH:4]=1.[CH3:25][O:26][C:27]1[CH:32]=[CH:31][C:30]([S:33](Cl)(=[O:35])=[O:34])=[CH:29][CH:28]=1. (3) Given the product [CH:11]1([O:16][C:17]2[CH:22]=[C:21]([NH:23][C:24]([NH:10][CH2:9][CH2:8][CH2:7][N:5]3[CH:6]=[C:2]([CH3:1])[N:3]=[CH:4]3)=[O:25])[CH:20]=[CH:19][C:18]=2[O:26][CH3:27])[CH2:12][CH2:13][CH2:14][CH2:15]1, predict the reactants needed to synthesize it. The reactants are: [CH3:1][C:2]1[N:3]=[CH:4][N:5]([CH2:7][CH2:8][CH2:9][NH2:10])[CH:6]=1.[CH:11]1([O:16][C:17]2[CH:22]=[C:21]([N:23]=[C:24]=[O:25])[CH:20]=[CH:19][C:18]=2[O:26][CH3:27])[CH2:15][CH2:14][CH2:13][CH2:12]1. (4) The reactants are: Br[C:2]1[CH:11]=[C:10]([F:12])[C:5]([C:6]([O:8][CH3:9])=[O:7])=[C:4]([F:13])[CH:3]=1.[C:14](=[O:21])([O:16][C:17]([CH3:20])([CH3:19])[CH3:18])[NH2:15].CC1(C)C2C(=C(P(C3C=CC=CC=3)C3C=CC=CC=3)C=CC=2)OC2C(P(C3C=CC=CC=3)C3C=CC=CC=3)=CC=CC1=2.C(=O)([O-])[O-].[Cs+].[Cs+]. Given the product [C:17]([O:16][C:14]([NH:15][C:2]1[CH:11]=[C:10]([F:12])[C:5]([C:6]([O:8][CH3:9])=[O:7])=[C:4]([F:13])[CH:3]=1)=[O:21])([CH3:20])([CH3:19])[CH3:18], predict the reactants needed to synthesize it. (5) Given the product [CH3:2][C:27]1([CH3:24])[C:29](=[O:30])[C:31]2[CH:19]=[C:14]([CH2:13][NH:12][C:10](=[O:11])[C:9]([F:8])([F:22])[F:23])[CH:15]=[CH:16][C:17]=2[O:28]1, predict the reactants needed to synthesize it. The reactants are: Br[C:2](C)(C)C(Br)=O.[F:8][C:9]([F:23])([F:22])[C:10]([NH:12][CH2:13][C:14]1[CH:19]=C[C:17](OC)=[CH:16][CH:15]=1)=[O:11].[C:24]([CH:27]([CH:29]([C:31]([O-])=O)[OH:30])[OH:28])([O-])=O.[Na+].[K+].O. (6) Given the product [OH:7][C:6]([C:8]1[C:9]([NH:14][C:15](=[O:40])[C:16]2[CH:21]=[C:20]([CH2:22][C:23]3[C:24](=[O:35])[C:25]([O:33][CH3:34])=[C:26]([O:31][CH3:32])[C:27](=[O:30])[C:28]=3[CH3:29])[CH:19]=[CH:18][C:17]=2[O:36][C:37](=[O:39])[CH3:38])=[N:10][CH:11]=[CH:12][CH:13]=1)=[O:5], predict the reactants needed to synthesize it. The reactants are: C([O:5][C:6]([C:8]1[C:9]([NH:14][C:15](=[O:40])[C:16]2[CH:21]=[C:20]([CH2:22][C:23]3[C:24](=[O:35])[C:25]([O:33][CH3:34])=[C:26]([O:31][CH3:32])[C:27](=[O:30])[C:28]=3[CH3:29])[CH:19]=[CH:18][C:17]=2[O:36][C:37](=[O:39])[CH3:38])=[N:10][CH:11]=[CH:12][CH:13]=1)=[O:7])(C)(C)C. (7) The reactants are: [NH2:1][CH2:2][CH2:3][CH2:4][CH2:5][N:6]([CH2:22][C:23]1[CH:44]=[CH:43][C:26]([CH2:27][N:28]([CH2:36][C:37]2[CH:42]=[CH:41][CH:40]=[CH:39][CH:38]=2)[C:29](=[O:35])[O:30][C:31]([CH3:34])([CH3:33])[CH3:32])=[CH:25][CH:24]=1)[C:7]([NH:9][C@H:10]([C:12]1[C:21]2[C:16](=[CH:17][CH:18]=[CH:19][CH:20]=2)[CH:15]=[CH:14][CH:13]=1)[CH3:11])=[O:8].C(N(CC)CC)C.[C:52](OC(=O)C)(=[O:54])[CH3:53]. Given the product [C:52]([NH:1][CH2:2][CH2:3][CH2:4][CH2:5][N:6]([CH2:22][C:23]1[CH:24]=[CH:25][C:26]([CH2:27][N:28]([CH2:36][C:37]2[CH:42]=[CH:41][CH:40]=[CH:39][CH:38]=2)[C:29](=[O:35])[O:30][C:31]([CH3:32])([CH3:34])[CH3:33])=[CH:43][CH:44]=1)[C:7]([NH:9][C@H:10]([C:12]1[C:21]2[C:16](=[CH:17][CH:18]=[CH:19][CH:20]=2)[CH:15]=[CH:14][CH:13]=1)[CH3:11])=[O:8])(=[O:54])[CH3:53], predict the reactants needed to synthesize it.